Dataset: Full USPTO retrosynthesis dataset with 1.9M reactions from patents (1976-2016). Task: Predict the reactants needed to synthesize the given product. (1) Given the product [C:2]1([C:1]([C:9]2[CH:14]=[CH:13][CH:12]=[CH:11][CH:10]=2)=[C:1]([C:2]2[CH:7]=[CH:6][CH:5]=[CH:4][CH:3]=2)[C:9]2[CH:14]=[CH:13][CH:12]=[CH:11][CH:10]=2)[CH:7]=[CH:6][CH:5]=[CH:4][CH:3]=1, predict the reactants needed to synthesize it. The reactants are: [C:1]([C:9]1[CH:14]=[CH:13][CH:12]=[CH:11][CH:10]=1)(=O)[C:2]1[CH:7]=[CH:6][CH:5]=[CH:4][CH:3]=1. (2) Given the product [F:1][C:2]1[C:3]([C:32]2[N:37]=[CH:36][CH:35]=[CH:34][N:33]=2)=[C:4]([CH:7]=[CH:8][CH:9]=1)[C:5]#[N:6], predict the reactants needed to synthesize it. The reactants are: [F:1][C:2]1[CH:3]=[C:4]([CH:7]=[CH:8][CH:9]=1)[C:5]#[N:6].C(OB1OC(C)(C)C(C)(C)O1)(C)C.C([N-]C(C)C)(C)C.[Li+].Br[C:32]1[N:37]=[CH:36][CH:35]=[CH:34][N:33]=1.FC1C=C(C=CC=1C1N=CC=CN=1)C#N. (3) Given the product [Cl:3][C:4]1[CH:9]=[C:8]([Cl:10])[CH:7]=[CH:6][C:5]=1[S:11]([NH:14][C:24]1[C:23]2[C:18](=[CH:19][CH:20]=[CH:21][CH:22]=2)[N:17]=[C:16]([Cl:15])[N:25]=1)(=[O:12])=[O:13], predict the reactants needed to synthesize it. The reactants are: [H-].[Na+].[Cl:3][C:4]1[CH:9]=[C:8]([Cl:10])[CH:7]=[CH:6][C:5]=1[S:11]([NH2:14])(=[O:13])=[O:12].[Cl:15][C:16]1[N:25]=[C:24](Cl)[C:23]2[C:18](=[CH:19][CH:20]=[CH:21][CH:22]=2)[N:17]=1.P([O-])([O-])([O-])=O. (4) Given the product [F:20][C:21]([F:26])([F:25])[C:22]([OH:24])=[O:23].[C:27]([N:30]1[CH2:35][CH2:34][CH:33]([C:36]([N:38]([C:43]2[CH:48]=[CH:47][CH:46]=[C:45]([Cl:49])[CH:44]=2)[CH2:39][CH2:40][CH2:6][N:8]2[CH2:9][CH2:10][CH:11]([CH2:14][N:15]3[CH:19]=[N:18][CH:17]=[N:16]3)[CH2:12][CH2:13]2)=[O:37])[CH2:32][CH2:31]1)(=[O:29])[CH3:28], predict the reactants needed to synthesize it. The reactants are: C(O[C:6]([N:8]1[CH2:13][CH2:12][CH:11]([CH2:14][N:15]2[CH:19]=[N:18][CH:17]=[N:16]2)[CH2:10][CH2:9]1)=O)(C)(C)C.[F:20][C:21]([F:26])([F:25])[C:22]([OH:24])=[O:23].[C:27]([N:30]1[CH2:35][CH2:34][CH:33]([C:36]([N:38]([C:43]2[CH:48]=[CH:47][CH:46]=[C:45]([Cl:49])[CH:44]=2)[CH2:39][CH2:40]CCl)=[O:37])[CH2:32][CH2:31]1)(=[O:29])[CH3:28].C(=O)([O-])[O-].[K+].[K+].[I-].[K+].[Cl-].[Na+]. (5) Given the product [Cl:7][C:8]1[CH:9]=[CH:10][C:11]([O:27][CH2:28][C:29]2[CH:34]=[CH:33][C:32]([F:35])=[CH:31][C:30]=2[F:36])=[C:12]([CH:26]=1)[CH2:13][N:14]1[C:18]2[CH:19]=[N:20][CH:21]=[C:22]([C:23]([O-:25])=[O:24])[C:17]=2[CH:16]=[CH:15]1.[Na+:6], predict the reactants needed to synthesize it. The reactants are: C(O[Na:6])(C)(C)C.[Cl:7][C:8]1[CH:9]=[CH:10][C:11]([O:27][CH2:28][C:29]2[CH:34]=[CH:33][C:32]([F:35])=[CH:31][C:30]=2[F:36])=[C:12]([CH:26]=1)[CH2:13][N:14]1[C:18]2[CH:19]=[N:20][CH:21]=[C:22]([C:23]([OH:25])=[O:24])[C:17]=2[CH:16]=[CH:15]1. (6) Given the product [CH3:21][N:22]([CH3:25])[CH:23]=[O:24].[NH2:1][C:2]1[NH:3][C:4](=[O:20])[C:5]2[N:6]=[CH:7][N:8]([CH:11]3[CH2:15][CH:14]([OH:16])[CH:13]([CH2:17][OH:18])[C:12]3=[CH2:19])[C:9]=2[N:10]=1, predict the reactants needed to synthesize it. The reactants are: [NH2:1][C:2]1[NH:3][C:4](=[O:20])[C:5]2[N:6]=[CH:7][N:8]([CH:11]3[CH2:15][CH:14]([OH:16])[CH:13]([CH2:17][OH:18])[C:12]3=[CH2:19])[C:9]=2[N:10]=1.[CH3:21][N:22]([CH3:25])[CH:23]=[O:24]. (7) Given the product [OH:23][C@H:3]1[C@H:2]([O:1][CH2:3][CH2:4][O:5][CH3:6])[C:7]2[CH:8]=[CH:9][C:10]3[N:11]([CH3:16])[C:12]([CH3:15])=[N:13][C:14]=3[C:6]=2[O:5][C@@H:4]1[C:17]1[CH:18]=[CH:19][CH:20]=[CH:21][CH:22]=1, predict the reactants needed to synthesize it. The reactants are: [OH:1][C@@H:2]1[C:7]2[CH:8]=[CH:9][C:10]3[N:11]([CH3:16])[C:12]([CH3:15])=[N:13][C:14]=3[C:6]=2[O:5][C@H:4]([C:17]2[CH:22]=[CH:21][CH:20]=[CH:19][CH:18]=2)[C@H:3]1[OH:23].S(=O)(=O)(O)O.